Task: Predict the reactants needed to synthesize the given product.. Dataset: Full USPTO retrosynthesis dataset with 1.9M reactions from patents (1976-2016) Given the product [C:1]1([S:7]([N:10]2[C:14]3=[N:15][CH:16]=[C:17]([F:19])[CH:18]=[C:13]3[CH:12]=[C:11]2[C:20]([C:27]2[CH:28]=[CH:29][C:30]([C:33]([OH:35])([CH3:36])[CH3:34])=[CH:31][CH:32]=2)=[CH:21][CH:22]2[CH2:26][CH2:25][CH2:24][CH2:23]2)(=[O:9])=[O:8])[CH:2]=[CH:3][CH:4]=[CH:5][CH:6]=1, predict the reactants needed to synthesize it. The reactants are: [C:1]1([S:7]([N:10]2[C:14]3=[N:15][CH:16]=[C:17]([F:19])[CH:18]=[C:13]3[CH:12]=[C:11]2[C:20]([C:27]2[CH:32]=[CH:31][C:30]([C:33](=[O:35])[CH3:34])=[CH:29][CH:28]=2)=[CH:21][CH:22]2[CH2:26][CH2:25][CH2:24][CH2:23]2)(=[O:9])=[O:8])[CH:6]=[CH:5][CH:4]=[CH:3][CH:2]=1.[CH3:36][Mg]Cl.